The task is: Binary Classification. Given a miRNA mature sequence and a target amino acid sequence, predict their likelihood of interaction.. This data is from Experimentally validated miRNA-target interactions with 360,000+ pairs, plus equal number of negative samples. The miRNA is hsa-miR-7155-5p with sequence UCUGGGGUCUUGGGCCAUC. The protein sequence of the target gene is MALSSRAHAFSVEALMGRPSKRKAQDPREEMQPELQEEQFVEEGEEILRSPSRDSQQPEKRLKAESSKTVFSCSDESNSQESLQEESVIQVELQGSDLWKRFHDIGTEMIITKAGRRMFPSVRIKVKGMDPVKQYYVILDVVPVDSKRYRYVYHSSQWMVAGNTDHSCITPRFYVHPDSPCSGENWMRQIISFDRVKLTNNEMDDKGHIILQSMHKYNPRVHVVEQDSRIDLSLIESFPTEGVKTFSFKETEFTTVTAYQNQQITKLKIDRNPFAKGFRDPGRNRGVLDGFLETYPWMPS.... Result: 0 (no interaction).